From a dataset of NCI-60 drug combinations with 297,098 pairs across 59 cell lines. Regression. Given two drug SMILES strings and cell line genomic features, predict the synergy score measuring deviation from expected non-interaction effect. (1) Drug 1: C1=C(C(=O)NC(=O)N1)N(CCCl)CCCl. Drug 2: C1CN1P(=S)(N2CC2)N3CC3. Cell line: NCI-H460. Synergy scores: CSS=41.6, Synergy_ZIP=-7.69, Synergy_Bliss=-6.58, Synergy_Loewe=-11.9, Synergy_HSA=-3.58. (2) Drug 1: COC1=C(C=C2C(=C1)N=CN=C2NC3=CC(=C(C=C3)F)Cl)OCCCN4CCOCC4. Drug 2: C1C(C(OC1N2C=C(C(=O)NC2=O)F)CO)O. Cell line: SK-MEL-28. Synergy scores: CSS=22.8, Synergy_ZIP=-9.19, Synergy_Bliss=-3.67, Synergy_Loewe=0.503, Synergy_HSA=0.912. (3) Drug 1: C1CCC(CC1)NC(=O)N(CCCl)N=O. Drug 2: CC(C)NC(=O)C1=CC=C(C=C1)CNNC.Cl. Cell line: OVCAR-4. Synergy scores: CSS=3.20, Synergy_ZIP=-1.69, Synergy_Bliss=-0.743, Synergy_Loewe=-1.49, Synergy_HSA=-0.743. (4) Drug 1: CNC(=O)C1=CC=CC=C1SC2=CC3=C(C=C2)C(=NN3)C=CC4=CC=CC=N4. Drug 2: CC=C1C(=O)NC(C(=O)OC2CC(=O)NC(C(=O)NC(CSSCCC=C2)C(=O)N1)C(C)C)C(C)C. Cell line: HCT116. Synergy scores: CSS=15.7, Synergy_ZIP=-2.46, Synergy_Bliss=-5.21, Synergy_Loewe=-34.9, Synergy_HSA=-4.45.